The task is: Predict the product of the given reaction.. This data is from Forward reaction prediction with 1.9M reactions from USPTO patents (1976-2016). Given the reactants [CH3:1][O:2][C:3](=[O:14])[C:4]1[CH:9]=[CH:8][C:7]([C:10](=[O:13])[CH2:11]Br)=[CH:6][CH:5]=1.[N-:15]=[N+:16]=[N-:17].[Na+], predict the reaction product. The product is: [CH3:1][O:2][C:3](=[O:14])[C:4]1[CH:9]=[CH:8][C:7]([C:10](=[O:13])[CH2:11][N:15]=[N+:16]=[N-:17])=[CH:6][CH:5]=1.